Dataset: Forward reaction prediction with 1.9M reactions from USPTO patents (1976-2016). Task: Predict the product of the given reaction. (1) Given the reactants C(OC([NH:11][CH:12]([CH2:23][CH2:24][P:25]([O:37][CH3:38])([O:27][C:28]1[CH:33]=[CH:32][C:31]([N+:34]([O-:36])=[O:35])=[CH:30][CH:29]=1)=[O:26])[C:13]([O:15]CC1C=CC=CC=1)=[O:14])=O)C1C=CC=CC=1.C1(OC)C=CC=CC=1.[Cl-].[Cl-].[Cl-].[Al+3].O, predict the reaction product. The product is: [NH2:11][CH:12]([CH2:23][CH2:24][P:25]([O:37][CH3:38])([O:27][C:28]1[CH:33]=[CH:32][C:31]([N+:34]([O-:36])=[O:35])=[CH:30][CH:29]=1)=[O:26])[C:13]([OH:15])=[O:14]. (2) Given the reactants Br[CH2:2][CH2:3][P:4](=[O:11])([O:8][CH2:9][CH3:10])[O:5][CH2:6][CH3:7].[N-:12]=[N+:13]=[N-:14].[Na+], predict the reaction product. The product is: [N:12]([CH2:2][CH2:3][P:4](=[O:11])([O:8][CH2:9][CH3:10])[O:5][CH2:6][CH3:7])=[N+:13]=[N-:14]. (3) Given the reactants C1C=CC(P(C2C(C3C(P(C4C=CC=CC=4)C4C=CC=CC=4)=CC=C4C=3C=CC=C4)=C3C(C=CC=C3)=CC=2)C2C=CC=CC=2)=CC=1.Br[C:48]1[CH:49]=[CH:50][C:51]2[C:57]3[S:58][C:59]([C:61]([N:63]([C:65]4[CH:70]=[CH:69][CH:68]=[CH:67][C:66]=4[Cl:71])[CH3:64])=[O:62])=[CH:60][C:56]=3[CH2:55][CH2:54][O:53][C:52]=2[CH:72]=1.[C:73](=[NH:86])([C:80]1[CH:85]=[CH:84][CH:83]=[CH:82][CH:81]=1)[C:74]1[CH:79]=[CH:78][CH:77]=[CH:76][CH:75]=1.CC([O-])(C)C.[Na+], predict the reaction product. The product is: [Cl:71][C:66]1[CH:67]=[CH:68][CH:69]=[CH:70][C:65]=1[N:63]([CH3:64])[C:61]([C:59]1[S:58][C:57]2[C:51]3[CH:50]=[CH:49][C:48]([N:86]=[C:73]([C:74]4[CH:79]=[CH:78][CH:77]=[CH:76][CH:75]=4)[C:80]4[CH:85]=[CH:84][CH:83]=[CH:82][CH:81]=4)=[CH:72][C:52]=3[O:53][CH2:54][CH2:55][C:56]=2[CH:60]=1)=[O:62]. (4) The product is: [F:13][C:14]1[CH:19]=[C:18]([F:20])[CH:17]=[CH:16][C:15]=1[C:2]1[CH:3]=[C:4]2[C:9](=[CH:10][CH:11]=1)[N:8]=[C:7]([CH3:12])[CH:6]=[CH:5]2. Given the reactants Br[C:2]1[CH:3]=[C:4]2[C:9](=[CH:10][CH:11]=1)[N:8]=[C:7]([CH3:12])[CH:6]=[CH:5]2.[F:13][C:14]1[CH:19]=[C:18]([F:20])[CH:17]=[CH:16][C:15]=1B(O)O.C(OC(O)C)C.C(=O)([O-])[O-].[Na+].[Na+], predict the reaction product. (5) Given the reactants C(O[C:4](=[O:20])[CH2:5][N:6]([CH2:16][C:17](=[O:19])[CH3:18])[C:7]1[C:12]([CH3:13])=[CH:11][C:10]([CH3:14])=[CH:9][C:8]=1[CH3:15])C.CC(C)([O-])C.[K+], predict the reaction product. The product is: [CH3:15][C:8]1[CH:9]=[C:10]([CH3:14])[CH:11]=[C:12]([CH3:13])[C:7]=1[N:6]1[CH2:5][C:4](=[O:20])[CH2:18][C:17](=[O:19])[CH2:16]1. (6) Given the reactants [C:1](=[S:3])=S.[NH2:4][C:5]1[CH:13]=[CH:12][C:8]([C:9]([OH:11])=[O:10])=[CH:7][CH:6]=1.C(N(CC)CC)C.II.Cl.S([O-])([O-])=O.[Na+].[Na+], predict the reaction product. The product is: [N:4]([C:5]1[CH:13]=[CH:12][C:8]([C:9]([OH:11])=[O:10])=[CH:7][CH:6]=1)=[C:1]=[S:3]. (7) The product is: [C:8]([O:11][CH2:12][CH:13]=[C:14]([CH3:18])[C:15](=[O:16])[C:32]#[C:31][C:30]([CH3:33])=[CH:29][CH2:28][C:21]1[C:22]([CH3:27])([CH3:26])[CH2:23][CH2:24][CH2:25][C:20]=1[CH3:19])(=[O:10])[CH3:9]. Given the reactants C(N(CC)CC)C.[C:8]([O:11][CH2:12][CH:13]=[C:14]([CH3:18])[C:15](Cl)=[O:16])(=[O:10])[CH3:9].[CH3:19][C:20]1[CH2:25][CH2:24][CH2:23][C:22]([CH3:27])([CH3:26])[C:21]=1[CH2:28][CH:29]=[C:30]([CH3:33])[C:31]#[CH:32], predict the reaction product. (8) Given the reactants [C:1]([C:4]1[C:22](=[O:23])[C@@:8]2([CH3:24])[C:9]3[C:15]([OH:16])=[CH:14][C:13]([O:17][CH3:18])=[C:12]([C:19]([NH2:21])=[O:20])[C:10]=3[O:11][C:7]2=[CH:6][C:5]=1[OH:25])(=[O:3])[CH3:2].[F:26][C:27]1[CH:46]=[CH:45][C:30]([CH2:31][O:32][C:33]2[C:40]([CH3:41])=[C:39]([CH3:42])[C:36]([CH:37]=O)=[C:35]([CH3:43])[C:34]=2[CH3:44])=[CH:29][CH:28]=1.C([SiH](CC)CC)C.FC(F)(F)C(O)=O, predict the reaction product. The product is: [C:1]([C:4]1[C:22](=[O:23])[C@@:8]2([CH3:24])[C:9]3[C:15]([OH:16])=[CH:14][C:13]([O:17][CH3:18])=[C:12]([C:19]([NH:21][CH2:37][C:36]4[C:39]([CH3:42])=[C:40]([CH3:41])[C:33]([O:32][CH2:31][C:30]5[CH:29]=[CH:28][C:27]([F:26])=[CH:46][CH:45]=5)=[C:34]([CH3:44])[C:35]=4[CH3:43])=[O:20])[C:10]=3[O:11][C:7]2=[CH:6][C:5]=1[OH:25])(=[O:3])[CH3:2]. (9) Given the reactants [Cl:1][C:2]1[C:3]([CH2:8][NH2:9])=[N:4][CH:5]=[CH:6][N:7]=1.Cl.[N:11]1([C:19]([O:21][CH2:22][C:23]2[CH:28]=[CH:27][CH:26]=[CH:25][CH:24]=2)=[O:20])[CH2:18][CH2:17][CH2:16][C@H:12]1[C:13](O)=[O:14].C(N(CC)CC)C.CN(C(ON1N=NC2C=CC=NC1=2)=[N+](C)C)C.F[P-](F)(F)(F)(F)F, predict the reaction product. The product is: [Cl:1][C:2]1[C:3]([CH2:8][NH:9][C:13]([C@@H:12]2[CH2:16][CH2:17][CH2:18][N:11]2[C:19]([O:21][CH2:22][C:23]2[CH:28]=[CH:27][CH:26]=[CH:25][CH:24]=2)=[O:20])=[O:14])=[N:4][CH:5]=[CH:6][N:7]=1.